Dataset: Forward reaction prediction with 1.9M reactions from USPTO patents (1976-2016). Task: Predict the product of the given reaction. (1) Given the reactants [F:1][CH:2]([F:25])[C:3]1[N:8]2[N:9]=[CH:10][C:11]([C:12](O)=[O:13])=[C:7]2[N:6]=[C:5]([C:15]2[CH:20]=[CH:19][C:18]([C:21]([F:24])([F:23])[F:22])=[CH:17][CH:16]=2)[CH:4]=1.[NH2:26][C:27]1[CH:28]=[C:29]([S:33]([NH:36][CH2:37][C:38]2[CH:39]=[N:40][CH:41]=[CH:42][CH:43]=2)(=[O:35])=[O:34])[CH:30]=[CH:31][CH:32]=1, predict the reaction product. The product is: [N:40]1[CH:41]=[CH:42][CH:43]=[C:38]([CH2:37][NH:36][S:33]([C:29]2[CH:28]=[C:27]([NH:26][C:12]([C:11]3[CH:10]=[N:9][N:8]4[C:3]([CH:2]([F:1])[F:25])=[CH:4][C:5]([C:15]5[CH:20]=[CH:19][C:18]([C:21]([F:24])([F:23])[F:22])=[CH:17][CH:16]=5)=[N:6][C:7]=34)=[O:13])[CH:32]=[CH:31][CH:30]=2)(=[O:35])=[O:34])[CH:39]=1. (2) Given the reactants [CH3:1][CH:2]([CH3:6])[C@H:3]([OH:5])[CH3:4].[H-].[Na+].Cl[C:10]1[CH:11]=[CH:12][C:13]2[CH2:14][N:15]([C:21]([O:23][C:24]([CH3:27])([CH3:26])[CH3:25])=[O:22])[CH2:16][CH2:17][O:18][C:19]=2[N:20]=1.O, predict the reaction product. The product is: [CH3:4][C@@H:3]([O:5][C:10]1[CH:11]=[CH:12][C:13]2[CH2:14][N:15]([C:21]([O:23][C:24]([CH3:27])([CH3:26])[CH3:25])=[O:22])[CH2:16][CH2:17][O:18][C:19]=2[N:20]=1)[CH:2]([CH3:6])[CH3:1]. (3) Given the reactants [N:1]1[C:10]2[C:5](=[CH:6][CH:7]=[CH:8][CH:9]=2)[CH:4]=[C:3]([C:11]#[C:12][CH2:13][OH:14])[CH:2]=1.CC(C)([O-])C.[K+].[CH:21]([N:24]([CH:28]([CH3:30])[CH3:29])[C:25](Cl)=[O:26])([CH3:23])[CH3:22].[NH4+].[Cl-], predict the reaction product. The product is: [CH:21]([N:24]([CH:28]([CH3:30])[CH3:29])[C:25]([O:14][CH2:13][C:12]#[C:11][C:3]1[CH:2]=[N:1][C:10]2[C:5]([CH:4]=1)=[CH:6][CH:7]=[CH:8][CH:9]=2)=[O:26])([CH3:23])[CH3:22].